This data is from Forward reaction prediction with 1.9M reactions from USPTO patents (1976-2016). The task is: Predict the product of the given reaction. (1) The product is: [C:15]([O:14][C:12]([N:11]([C:12]([O:14][C:15]([CH3:18])([CH3:17])[CH3:16])=[O:13])[C:9]1[N:10]=[C:6]2[CH:5]=[CH:4][CH:3]=[C:2]([Br:1])[N:7]2[N:8]=1)=[O:13])([CH3:18])([CH3:17])[CH3:16]. Given the reactants [Br:1][C:2]1[N:7]2[N:8]=[C:9]([NH2:11])[N:10]=[C:6]2[CH:5]=[CH:4][CH:3]=1.[C:12](O[C:12]([O:14][C:15]([CH3:18])([CH3:17])[CH3:16])=[O:13])([O:14][C:15]([CH3:18])([CH3:17])[CH3:16])=[O:13], predict the reaction product. (2) Given the reactants Cl.[NH2:2][C@H:3]1[CH2:7][CH2:6][CH2:5][C@@H:4]1[NH:8][C:9](=[O:20])[C:10]1[C:15]([O:16][CH3:17])=[CH:14][CH:13]=[CH:12][C:11]=1[O:18][CH3:19].Cl[C:22]1[O:23][C:24]2[CH:30]=[C:29]([F:31])[CH:28]=[CH:27][C:25]=2[N:26]=1.CCN(C(C)C)C(C)C, predict the reaction product. The product is: [F:31][C:29]1[CH:28]=[CH:27][C:25]2[N:26]=[C:22]([NH:2][C@H:3]3[CH2:7][CH2:6][CH2:5][C@@H:4]3[NH:8][C:9](=[O:20])[C:10]3[C:15]([O:16][CH3:17])=[CH:14][CH:13]=[CH:12][C:11]=3[O:18][CH3:19])[O:23][C:24]=2[CH:30]=1. (3) Given the reactants [CH3:1][C:2]1[C:11]([N+:12]([O-])=O)=[CH:10][CH:9]=[CH:8][C:3]=1[C:4]([O:6][CH3:7])=[O:5], predict the reaction product. The product is: [NH2:12][C:11]1[C:2]([CH3:1])=[C:3]([CH:8]=[CH:9][CH:10]=1)[C:4]([O:6][CH3:7])=[O:5]. (4) Given the reactants [Cl:1][C:2]1[CH:3]=[C:4]2[C:9](=[CH:10][C:11]=1[O:12][C:13]1[CH:21]=[CH:20][C:16]([C:17](O)=[O:18])=[CH:15][CH:14]=1)[O:8][CH2:7][CH2:6][CH:5]2[C:22]([O:24][CH2:25][CH3:26])=[O:23].C(Cl)(=O)C(Cl)=O.[C:33]1([C:42]2[CH:47]=[CH:46][CH:45]=[CH:44][CH:43]=2)[CH:38]=[CH:37][C:36]([CH2:39][CH2:40][NH2:41])=[CH:35][CH:34]=1.C(N(CC)CC)C, predict the reaction product. The product is: [C:33]1([C:42]2[CH:43]=[CH:44][CH:45]=[CH:46][CH:47]=2)[CH:34]=[CH:35][C:36]([CH2:39][CH2:40][NH:41][C:17]([C:16]2[CH:15]=[CH:14][C:13]([O:12][C:11]3[CH:10]=[C:9]4[C:4]([CH:5]([C:22]([O:24][CH2:25][CH3:26])=[O:23])[CH2:6][CH2:7][O:8]4)=[CH:3][C:2]=3[Cl:1])=[CH:21][CH:20]=2)=[O:18])=[CH:37][CH:38]=1. (5) The product is: [C:30]([NH:29][C@@H:25]1[C@H:24]([NH:23][C:18]2[N:17]=[CH:16][C:15]3[C:20](=[CH:21][CH:22]=[C:13]([C:3]4[C:2]([Cl:1])=[C:7]([O:8][CH3:9])[CH:6]=[C:5]([O:10][CH3:11])[C:4]=4[Cl:12])[CH:14]=3)[N:19]=2)[CH2:28][N:27]([C:37]([NH:36][CH2:34][CH3:35])=[O:38])[CH2:26]1)(=[O:33])[CH:31]=[CH2:32]. Given the reactants [Cl:1][C:2]1[C:7]([O:8][CH3:9])=[CH:6][C:5]([O:10][CH3:11])=[C:4]([Cl:12])[C:3]=1[C:13]1[CH:14]=[C:15]2[C:20](=[CH:21][CH:22]=1)[N:19]=[C:18]([NH:23][C@@H:24]1[CH2:28][NH:27][CH2:26][C@@H:25]1[NH:29][C:30](=[O:33])[CH:31]=[CH2:32])[N:17]=[CH:16]2.[CH2:34]([N:36]=[C:37]=[O:38])[CH3:35], predict the reaction product. (6) Given the reactants C([N:14]1[CH2:17][CH:16]([C:18]2[O:19][C:20]([CH3:23])=[N:21][N:22]=2)[CH2:15]1)(C1C=CC=CC=1)C1C=CC=CC=1, predict the reaction product. The product is: [NH:14]1[CH2:17][CH:16]([C:18]2[O:19][C:20]([CH3:23])=[N:21][N:22]=2)[CH2:15]1. (7) The product is: [Br:16][C:17]1[CH:22]=[C:21]([C:2]23[CH2:11][CH:6]4[CH2:7][CH:8]([CH2:10][CH:4]([CH2:5]4)[CH2:3]2)[CH2:9]3)[CH:20]=[C:19]([Br:23])[CH:18]=1. Given the reactants Br[C:2]12[CH2:11][CH:6]3[CH2:7][CH:8]([CH2:10][CH:4]([CH2:5]3)[CH2:3]1)[CH2:9]2.[Br-].[Al+3].[Br-].[Br-].[Br:16][C:17]1[CH:22]=[CH:21][CH:20]=[C:19]([Br:23])[CH:18]=1, predict the reaction product.